Dataset: Full USPTO retrosynthesis dataset with 1.9M reactions from patents (1976-2016). Task: Predict the reactants needed to synthesize the given product. Given the product [NH2:1][C:2]1[N:7]=[CH:6][C:5]([C:8]([N:10]=[S:11]([CH2:14][CH2:15][CH2:16][CH2:17][C:18]([O:20][CH3:21])=[O:19])([CH3:13])=[O:12])=[O:9])=[CH:4][C:3]=1[C:22]#[C:23][C:24]1[CH:29]=[CH:28][CH:27]=[C:26]([NH:30][C:36](=[O:37])[C:35]2[CH:39]=[CH:40][CH:41]=[C:33]([C:32]([F:31])([F:42])[F:43])[CH:34]=2)[CH:25]=1, predict the reactants needed to synthesize it. The reactants are: [NH2:1][C:2]1[N:7]=[CH:6][C:5]([C:8]([N:10]=[S:11]([CH2:14][CH2:15][CH2:16][CH2:17][C:18]([O:20][CH3:21])=[O:19])([CH3:13])=[O:12])=[O:9])=[CH:4][C:3]=1[C:22]#[C:23][C:24]1[CH:29]=[CH:28][CH:27]=[C:26]([NH2:30])[CH:25]=1.[F:31][C:32]([F:43])([F:42])[C:33]1[CH:34]=[C:35]([CH:39]=[CH:40][CH:41]=1)[C:36](O)=[O:37].